This data is from Retrosynthesis with 50K atom-mapped reactions and 10 reaction types from USPTO. The task is: Predict the reactants needed to synthesize the given product. The reactants are: CC(CC(=O)Cl)CC(C)(C)C.Nc1ccn([C@H]2C[C@H](O)[C@@H](CO)O2)c(=O)n1. Given the product CC(CC(=O)Nc1ccn([C@H]2C[C@H](O)[C@@H](CO)O2)c(=O)n1)CC(C)(C)C, predict the reactants needed to synthesize it.